From a dataset of Full USPTO retrosynthesis dataset with 1.9M reactions from patents (1976-2016). Predict the reactants needed to synthesize the given product. (1) The reactants are: Br[C:2]1[C:11]([O:12][CH3:13])=[CH:10][CH:9]=[C:8]2[C:3]=1[CH2:4][CH2:5][CH2:6][C:7]2=[O:14].[C:15]1([C:21]#[CH:22])[CH:20]=[CH:19][CH:18]=[CH:17][CH:16]=1.CN(C)C=O. Given the product [CH3:13][O:12][C:11]1[C:2]([C:22]#[C:21][C:15]2[CH:20]=[CH:19][CH:18]=[CH:17][CH:16]=2)=[C:3]2[C:8](=[CH:9][CH:10]=1)[C:7](=[O:14])[CH2:6][CH2:5][CH2:4]2, predict the reactants needed to synthesize it. (2) The reactants are: [CH2:1]([N:3]1[CH2:8][CH2:7][N:6]([CH2:9][C:10]2[CH:15]=[C:14]([F:16])[CH:13]=[CH:12][C:11]=2[S:17]([NH:20][C:21]2[C:30]([C:31]([O:33]C)=[O:32])=[C:29]3[C:24]([CH:25]4[CH2:35][CH:26]4[CH2:27][O:28]3)=[CH:23][CH:22]=2)(=[O:19])=[O:18])[C:5](=[O:36])[CH2:4]1)[CH3:2].O.[OH-].[Li+].C(O)=O. Given the product [CH2:1]([N:3]1[CH2:8][CH2:7][N:6]([CH2:9][C:10]2[CH:15]=[C:14]([F:16])[CH:13]=[CH:12][C:11]=2[S:17]([NH:20][C:21]2[C:30]([C:31]([OH:33])=[O:32])=[C:29]3[C:24]([CH:25]4[CH2:35][CH:26]4[CH2:27][O:28]3)=[CH:23][CH:22]=2)(=[O:18])=[O:19])[C:5](=[O:36])[CH2:4]1)[CH3:2], predict the reactants needed to synthesize it.